This data is from Full USPTO retrosynthesis dataset with 1.9M reactions from patents (1976-2016). The task is: Predict the reactants needed to synthesize the given product. (1) Given the product [F:32][CH:2]([F:1])[C:3]1[N:7]([C:8]2[CH:13]=[C:12]([N:14]3[CH2:15][CH2:16][O:17][CH2:18][CH2:19]3)[N:11]=[C:10]([NH:20][C@H:21]3[CH2:22][CH2:23][C@H:24]([NH:27][C:33](=[O:36])[CH2:34][CH3:35])[CH2:25][CH2:26]3)[N:9]=2)[C:6]2[CH:28]=[CH:29][CH:30]=[CH:31][C:5]=2[N:4]=1, predict the reactants needed to synthesize it. The reactants are: [F:1][CH:2]([F:32])[C:3]1[N:7]([C:8]2[CH:13]=[C:12]([N:14]3[CH2:19][CH2:18][O:17][CH2:16][CH2:15]3)[N:11]=[C:10]([NH:20][C@H:21]3[CH2:26][CH2:25][C@H:24]([NH2:27])[CH2:23][CH2:22]3)[N:9]=2)[C:6]2[CH:28]=[CH:29][CH:30]=[CH:31][C:5]=2[N:4]=1.[C:33](O)(=[O:36])[CH2:34][CH3:35].ON1C2C=CC=CC=2N=N1.N=C=N.C(=O)C1C=CC=CC=1.C(=O)([O-])[O-]. (2) Given the product [C:1]([O:4][CH2:5][C:6]1[C:11]([N:12]2[CH2:24][CH2:23][N:15]3[C:16]4[CH2:17][CH2:18][CH2:19][CH2:20][C:21]=4[CH:22]=[C:14]3[C:13]2=[O:25])=[CH:10][C:9]([F:26])=[CH:8][C:7]=1[C:27]1[CH:32]=[C:31]([NH:33][C:34]2[CH:39]=[CH:38][C:37]([N:40]3[CH2:45][CH2:44][N:43]([CH3:46])[CH2:42][C@@H:41]3[CH3:47])=[CH:36][N:35]=2)[C:30](=[O:48])[N:29]([CH3:49])[CH:28]=1)(=[O:3])[CH3:2], predict the reactants needed to synthesize it. The reactants are: [C:1]([O:4][CH2:5][C:6]1[C:11]([N:12]2[CH2:24][CH2:23][N:15]3[C:16]4[CH2:17][CH2:18][CH2:19][CH2:20][C:21]=4[CH:22]=[C:14]3[C:13]2=[O:25])=[CH:10][C:9]([F:26])=[CH:8][C:7]=1[C:27]1[CH:32]=[C:31]([NH:33][C:34]2[CH:39]=[CH:38][C:37]([N:40]3[CH2:45][CH2:44][N:43]([CH3:46])[CH2:42][C@H:41]3[CH3:47])=[CH:36][N:35]=2)[C:30](=[O:48])[N:29]([CH3:49])[CH:28]=1)(=[O:3])[CH3:2].BrC1C=C(NC2C=CC(N3CCN(C)C[C@@H]3C)=CN=2)C(=O)N(C)C=1.C(OCC1C(B2OC(C)(C)C(C)(C)O2)=CC(F)=CC=1N1CCN2C3CCCCC=3C=C2C1=O)(=O)C.